This data is from NCI-60 drug combinations with 297,098 pairs across 59 cell lines. The task is: Regression. Given two drug SMILES strings and cell line genomic features, predict the synergy score measuring deviation from expected non-interaction effect. Drug 1: C1CC(C1)(C(=O)O)C(=O)O.[NH2-].[NH2-].[Pt+2]. Drug 2: CN1C2=C(C=C(C=C2)N(CCCl)CCCl)N=C1CCCC(=O)O.Cl. Cell line: KM12. Synergy scores: CSS=-1.47, Synergy_ZIP=1.47, Synergy_Bliss=-0.486, Synergy_Loewe=-5.62, Synergy_HSA=-4.36.